This data is from Catalyst prediction with 721,799 reactions and 888 catalyst types from USPTO. The task is: Predict which catalyst facilitates the given reaction. Reactant: Br[CH2:2][C:3]([C:5]1[CH:10]=[CH:9][C:8]([Br:11])=[C:7]([F:12])[CH:6]=1)=[O:4].[BH4-].[Na+].C[O-].[Na+].COC(C)(C)C. Product: [Br:11][C:8]1[CH:9]=[CH:10][C:5]([CH:3]2[CH2:2][O:4]2)=[CH:6][C:7]=1[F:12]. The catalyst class is: 8.